Dataset: Reaction yield outcomes from USPTO patents with 853,638 reactions. Task: Predict the reaction yield, written as a fraction of the theoretical maximum amount of product (1.0 means a 100% yield; for example, 0.34 means a 34% yield). (1) The reactants are [O-]P([O-])([O-])=O.[K+].[K+].[K+].Br[C:10]1[CH2:11][C:12]2[C:17]([CH:18]=1)=[CH:16][CH:15]=[CH:14][CH:13]=2.[NH:19]1[CH:23]=[CH:22][CH:21]=[CH:20]1.C(P(C(C)(C)C)C1C=CC=CC=1C1C=CC=CC=1)(C)(C)C. The catalyst is C1(C)C=CC=CC=1.COCCOC.CC([O-])=O.CC([O-])=O.[Pd+2]. The product is [CH2:11]1[C:12]2[C:17](=[CH:16][CH:15]=[CH:14][CH:13]=2)[CH:18]=[C:10]1[N:19]1[CH:23]=[CH:22][CH:21]=[CH:20]1. The yield is 0.200. (2) The reactants are N(C(OC(C)(C)C)=O)=NC(OC(C)(C)C)=O.C1(P(C2C=CC=CC=2)C2C=CC=CC=2)C=CC=CC=1.[CH3:36][C:37]1[CH:42]=[C:41]([CH2:43][OH:44])[CH:40]=[CH:39][N:38]=1.[F:45][C:46]1[CH:51]=[CH:50][C:49]([C:52]([N:54]2[CH2:59][CH2:58][N:57]3[N:60]=[C:61](O)[CH:62]=[C:56]3[CH2:55]2)=[O:53])=[CH:48][CH:47]=1. The catalyst is C1COCC1. The product is [F:45][C:46]1[CH:47]=[CH:48][C:49]([C:52]([N:54]2[CH2:59][CH2:58][N:57]3[N:60]=[C:61]([O:44][CH2:43][C:41]4[CH:40]=[CH:39][N:38]=[C:37]([CH3:36])[CH:42]=4)[CH:62]=[C:56]3[CH2:55]2)=[O:53])=[CH:50][CH:51]=1. The yield is 0.350. (3) The reactants are [C:1]([O:5][C:6]([C:8]1[CH:9]=[C:10]([C:14]2[C:19]([CH3:20])=[CH:18][CH:17]=[CH:16][N+:15]=2[O-])[CH:11]=[CH:12][CH:13]=1)=[O:7])([CH3:4])([CH3:3])[CH3:2].[N:22]1C=CC=CC=1.CS(OS(C)(=O)=O)(=O)=O.C(CN)O. The catalyst is C(#N)C.O. The product is [C:1]([O:5][C:6](=[O:7])[C:8]1[CH:13]=[CH:12][CH:11]=[C:10]([C:14]2[C:19]([CH3:20])=[CH:18][CH:17]=[C:16]([NH2:22])[N:15]=2)[CH:9]=1)([CH3:4])([CH3:3])[CH3:2]. The yield is 0.530. (4) The reactants are [Cl:1][C:2]1[CH:16]=[CH:15][C:5]([C:6]([NH:8][CH2:9][CH2:10][CH2:11][C:12]([OH:14])=[O:13])=[O:7])=[C:4]([OH:17])[CH:3]=1.[OH-].[Na+:19]. The catalyst is C(O)(C)C. The product is [Cl:1][C:2]1[CH:16]=[CH:15][C:5]([C:6]([NH:8][CH2:9][CH2:10][CH2:11][C:12]([O-:14])=[O:13])=[O:7])=[C:4]([OH:17])[CH:3]=1.[Na+:19]. The yield is 0.920. (5) The catalyst is O1CCCC1. The yield is 0.360. The reactants are [C:1]([O:5][C:6]([N:8]1[CH2:13][C:12](=[O:14])[N:11]([C:15]2[CH:20]=[CH:19][C:18]([O:21][CH2:22][CH2:23][CH2:24][O:25][CH2:26][C:27]3[CH:32]=[CH:31][CH:30]=[CH:29][C:28]=3[O:33][CH3:34])=[CH:17][CH:16]=2)[C@@H:10]([CH2:35][OH:36])[CH2:9]1)=[O:7])([CH3:4])([CH3:3])[CH3:2].[H-].[Na+].Cl[C:40]1[CH:49]=[CH:48][C:47]2[C:42](=[CH:43][CH:44]=[CH:45][CH:46]=2)[N:41]=1. The product is [C:1]([O:5][C:6]([N:8]1[CH2:9][C@H:10]([CH2:35][O:36][C:40]2[CH:49]=[CH:48][C:47]3[C:42](=[CH:43][CH:44]=[CH:45][CH:46]=3)[N:41]=2)[N:11]([C:15]2[CH:20]=[CH:19][C:18]([O:21][CH2:22][CH2:23][CH2:24][O:25][CH2:26][C:27]3[CH:32]=[CH:31][CH:30]=[CH:29][C:28]=3[O:33][CH3:34])=[CH:17][CH:16]=2)[C:12](=[O:14])[CH2:13]1)=[O:7])([CH3:2])([CH3:4])[CH3:3].